This data is from Peptide-MHC class II binding affinity with 134,281 pairs from IEDB. The task is: Regression. Given a peptide amino acid sequence and an MHC pseudo amino acid sequence, predict their binding affinity value. This is MHC class II binding data. (1) The peptide sequence is IMLLAYYIAAVNIES. The MHC is HLA-DPA10103-DPB10401 with pseudo-sequence HLA-DPA10103-DPB10401. The binding affinity (normalized) is 0.394. (2) The peptide sequence is LVGPTPVNIIGRNLLTQIGC. The MHC is DRB1_0401 with pseudo-sequence DRB1_0401. The binding affinity (normalized) is 0.253.